From a dataset of Forward reaction prediction with 1.9M reactions from USPTO patents (1976-2016). Predict the product of the given reaction. (1) Given the reactants [CH3:1][C:2]1[CH:3]=[CH:4][C:5]([C:8]#[N:9])=[N:6][CH:7]=1.BrN1C(=[O:16])CCC1=O.C(OOC(=O)C1C=CC=CC=1)(=O)C1C=CC=CC=1.C(=O)([O-])[O-].[Ca+2], predict the reaction product. The product is: [OH:16][CH2:1][C:2]1[CH:3]=[CH:4][C:5]([C:8]#[N:9])=[N:6][CH:7]=1. (2) Given the reactants [O:1]1[CH2:6][CH2:5][CH:4]([CH2:7][OH:8])[CH2:3][CH2:2]1.[H-].[Na+].Br[C:12]([CH3:26])([CH3:25])[C:13]([NH:15][C:16]1[O:20][N:19]=[C:18]([C:21]([CH3:24])([CH3:23])[CH3:22])[CH:17]=1)=[O:14], predict the reaction product. The product is: [C:21]([C:18]1[CH:17]=[C:16]([NH:15][C:13](=[O:14])[C:12]([CH3:25])([O:8][CH2:7][CH:4]2[CH2:5][CH2:6][O:1][CH2:2][CH2:3]2)[CH3:26])[O:20][N:19]=1)([CH3:24])([CH3:23])[CH3:22]. (3) Given the reactants C(O[C:6](=O)[N:7]([CH2:9][CH2:10][N:11]1[C:15]2[CH:16]=[CH:17][C:18]([C:20](=[O:28])[NH:21][CH2:22][CH2:23][O:24][CH2:25][CH2:26][OH:27])=[CH:19][C:14]=2[N:13]=[C:12]1[NH:29][C:30]1[S:31][C:32]2[CH:38]=[C:37]([Cl:39])[CH:36]=[CH:35][C:33]=2[N:34]=1)C)(C)(C)C, predict the reaction product. The product is: [ClH:39].[ClH:39].[OH:27][CH2:26][CH2:25][O:24][CH2:23][CH2:22][NH:21][C:20]([C:18]1[CH:17]=[CH:16][C:15]2[N:11]([CH2:10][CH2:9][NH:7][CH3:6])[C:12]([NH:29][C:30]3[S:31][C:32]4[CH:38]=[C:37]([Cl:39])[CH:36]=[CH:35][C:33]=4[N:34]=3)=[N:13][C:14]=2[CH:19]=1)=[O:28]. (4) Given the reactants C[Si](C)(C)[O-].[K+].C[O:8][C:9]([C:11]1[CH:16]=[CH:15][C:14]([Br:17])=[C:13]([C:18]#[N:19])[N:12]=1)=[O:10].Cl, predict the reaction product. The product is: [Br:17][C:14]1[CH:15]=[CH:16][C:11]([C:9]([OH:10])=[O:8])=[N:12][C:13]=1[C:18]#[N:19]. (5) Given the reactants [CH3:1][C:2]1[C:11]2[C:6](=[CH:7][CH:8]=[CH:9][CH:10]=2)[C:5]([C:12]([O:14][CH3:15])=[O:13])=[CH:4][CH:3]=1.BrN1C(=O)CCC1=O.[C:24]([O-:27])(=[O:26])[CH3:25].[Na+], predict the reaction product. The product is: [C:24]([O:27][CH2:1][C:2]1[C:11]2[C:6](=[CH:7][CH:8]=[CH:9][CH:10]=2)[C:5]([C:12]([O:14][CH3:15])=[O:13])=[CH:4][CH:3]=1)(=[O:26])[CH3:25].